This data is from Reaction yield outcomes from USPTO patents with 853,638 reactions. The task is: Predict the reaction yield, written as a fraction of the theoretical maximum amount of product (1.0 means a 100% yield; for example, 0.34 means a 34% yield). (1) The reactants are [CH2:1]([NH2:3])[CH3:2].CO.C([O:8][C:9]([C:11]1[CH:15]=[C:14]([C:16]2[CH:21]=[C:20]([Cl:22])[C:19]([O:23][CH2:24][C:25]3[CH:30]=[CH:29][CH:28]=[CH:27][CH:26]=3)=[CH:18][C:17]=2[O:31][CH2:32][C:33]2[CH:38]=[CH:37][CH:36]=[CH:35][CH:34]=2)[O:13][N:12]=1)=O)C. The catalyst is C(O)C. The product is [CH2:1]([NH:3][C:9]([C:11]1[CH:15]=[C:14]([C:16]2[CH:21]=[C:20]([Cl:22])[C:19]([O:23][CH2:24][C:25]3[CH:30]=[CH:29][CH:28]=[CH:27][CH:26]=3)=[CH:18][C:17]=2[O:31][CH2:32][C:33]2[CH:38]=[CH:37][CH:36]=[CH:35][CH:34]=2)[O:13][N:12]=1)=[O:8])[CH3:2]. The yield is 0.780. (2) The reactants are [CH2:1]([S:3]([C:6]1[C:14]([F:15])=[CH:13][C:9]([C:10]([OH:12])=[O:11])=[C:8]([N+:16]([O-:18])=[O:17])[CH:7]=1)(=[O:5])=[O:4])[CH3:2].Cl(O)(=O)(=O)=O. The catalyst is C(OC(C)(C)C)(=O)C. The product is [CH2:1]([S:3]([C:6]1[C:14]([F:15])=[CH:13][C:9]([C:10]([O:12][C:9]([CH3:13])([CH3:10])[CH3:8])=[O:11])=[C:8]([N+:16]([O-:18])=[O:17])[CH:7]=1)(=[O:5])=[O:4])[CH3:2]. The yield is 0.700. (3) The reactants are [F:1][C:2]1[C:7]([CH:8]=[N:9]O)=[CH:6][CH:5]=[CH:4][C:3]=1[C:11]1[N:15]([S:16]([C:19]2[CH:20]=[N:21][CH:22]=[CH:23][CH:24]=2)(=[O:18])=[O:17])[CH:14]=[C:13]([CH2:25][N:26]([CH3:34])[C:27](=[O:33])[O:28][C:29]([CH3:32])([CH3:31])[CH3:30])[CH:12]=1.C(N(CC)CC)C.CS(Cl)(=O)=O.O. The catalyst is O1CCCC1. The product is [C:8]([C:7]1[C:2]([F:1])=[C:3]([C:11]2[N:15]([S:16]([C:19]3[CH:20]=[N:21][CH:22]=[CH:23][CH:24]=3)(=[O:17])=[O:18])[CH:14]=[C:13]([CH2:25][N:26]([CH3:34])[C:27](=[O:33])[O:28][C:29]([CH3:31])([CH3:32])[CH3:30])[CH:12]=2)[CH:4]=[CH:5][CH:6]=1)#[N:9]. The yield is 0.730. (4) The reactants are [C:1]([C@H:5]1[CH2:10][CH2:9][C@H:8]([O:11][C:12]2[CH:13]=[C:14]3[C:19](=[CH:20][CH:21]=2)[CH:18]=[C:17]([CH2:22][NH:23][CH2:24][C:25]#[N:26])[CH:16]=[CH:15]3)[CH2:7][CH2:6]1)([CH3:4])([CH3:3])[CH3:2].[N-:27]=[N+:28]=[N-:29].[Na+].C([O-])(O)=O.[Na+]. The catalyst is O.C(O)(C)C.[Zn+2].[Br-].[Br-]. The product is [NH:27]1[C:25]([CH2:24][NH:23][CH2:22][C:17]2[CH:16]=[CH:15][C:14]3[C:19](=[CH:20][CH:21]=[C:12]([O:11][C@H:8]4[CH2:9][CH2:10][C@H:5]([C:1]([CH3:4])([CH3:2])[CH3:3])[CH2:6][CH2:7]4)[CH:13]=3)[CH:18]=2)=[N:26][N:29]=[N:28]1. The yield is 0.110. (5) The reactants are [CH2:1]([N:8]1[CH:12]=[N:11][N:10]=[N:9]1)[C:2]1[CH:7]=[CH:6][CH:5]=[CH:4][CH:3]=1.[OH-].[Na+].[I:15]I. The catalyst is C1COCC1. The product is [CH2:1]([N:8]1[C:12]([I:15])=[N:11][N:10]=[N:9]1)[C:2]1[CH:3]=[CH:4][CH:5]=[CH:6][CH:7]=1. The yield is 0.910. (6) The reactants are [C:1]([O:5][C:6]([N:8]1[CH2:13][CH2:12][CH:11]([O:14][C:15]2[CH:24]=[C:23]([OH:25])[CH:22]=[CH:21][C:16]=2[C:17]([O:19][CH3:20])=[O:18])[CH2:10][CH2:9]1)=[O:7])([CH3:4])([CH3:3])[CH3:2].C(=O)([O-])[O-].[K+].[K+].[CH3:32][O:33][CH2:34]Cl. The catalyst is CN(C=O)C. The product is [C:1]([O:5][C:6]([N:8]1[CH2:13][CH2:12][CH:11]([O:14][C:15]2[CH:24]=[C:23]([O:25][CH2:32][O:33][CH3:34])[CH:22]=[CH:21][C:16]=2[C:17]([O:19][CH3:20])=[O:18])[CH2:10][CH2:9]1)=[O:7])([CH3:4])([CH3:2])[CH3:3]. The yield is 0.962. (7) The reactants are [N:1]1([C:7]2[CH:13]=[CH:12][C:10]([NH2:11])=[CH:9][CH:8]=2)[CH2:6][CH2:5][CH2:4][CH2:3][CH2:2]1.P(=O)(O)(O)O.[N+]([O-])(O)=O.[N:23]([O-])=O.[Na+].[CH3:27][C:28](=[O:33])[CH2:29][C:30](=[O:32])[CH3:31].C([O-])(=O)C.[K+].C([O-])([O-])=O.[Na+].[Na+]. The catalyst is C(O)C. The product is [N:1]1([C:7]2[CH:13]=[CH:12][C:10]([NH:11][N:23]=[C:29]([C:28](=[O:33])[CH3:27])[C:30](=[O:32])[CH3:31])=[CH:9][CH:8]=2)[CH2:6][CH2:5][CH2:4][CH2:3][CH2:2]1. The yield is 0.680. (8) The reactants are [C:1]([O-:6])(=[O:5])[C:2]([CH3:4])=[CH2:3].[Na+].C([O-])(=O)C=C.C1(C=CC(O)=CC=1)O.Cl[CH2:22][Si:23]([O:28][CH3:29])([O:26][CH3:27])[O:24][CH3:25].C([O-])(=O)C.[Na+]. The catalyst is CN(C)C=O. The product is [C:1]([O:6][CH2:22][Si:23]([O:28][CH3:29])([O:26][CH3:27])[O:24][CH3:25])(=[O:5])[C:2]([CH3:4])=[CH2:3]. The yield is 0.560. (9) The reactants are [C:1]([C:5]1[O:9][N:8]=[C:7]([NH:10][C:11]([NH:13][C:14]2[CH:19]=[CH:18][CH:17]=[C:16]([OH:20])[CH:15]=2)=[O:12])[CH:6]=1)([CH3:4])([CH3:3])[CH3:2].Cl[C:22]1[C:31]2[C:26](=[CH:27][C:28]([O:34][CH2:35][CH2:36][Cl:37])=[C:29]([O:32][CH3:33])[CH:30]=2)[N:25]=[CH:24][N:23]=1.C([O-])([O-])=O.[Cs+].[Cs+]. The catalyst is C1COCC1.C(OCC)(=O)C. The product is [C:1]([C:5]1[O:9][N:8]=[C:7]([NH:10][C:11]([NH:13][C:14]2[CH:19]=[CH:18][CH:17]=[C:16]([O:20][C:22]3[C:31]4[C:26](=[CH:27][C:28]([O:34][CH2:35][CH2:36][Cl:37])=[C:29]([O:32][CH3:33])[CH:30]=4)[N:25]=[CH:24][N:23]=3)[CH:15]=2)=[O:12])[CH:6]=1)([CH3:4])([CH3:2])[CH3:3]. The yield is 0.930. (10) The reactants are [C:1]([O:5][C:6]([N:8]1[CH2:13][CH2:12][O:11][CH:10]([CH:14]([O:21][C:22]2[CH:27]=[CH:26][CH:25]=[CH:24][C:23]=2[CH2:28][OH:29])[C:15]2[CH:20]=[CH:19][CH:18]=[CH:17][CH:16]=2)[CH2:9]1)=[O:7])([CH3:4])([CH3:3])[CH3:2].[H-].[Na+].[CH3:32]I. The catalyst is C1COCC1. The product is [C:1]([O:5][C:6]([N:8]1[CH2:13][CH2:12][O:11][CH:10]([CH:14]([O:21][C:22]2[CH:27]=[CH:26][CH:25]=[CH:24][C:23]=2[CH2:28][O:29][CH3:32])[C:15]2[CH:20]=[CH:19][CH:18]=[CH:17][CH:16]=2)[CH2:9]1)=[O:7])([CH3:4])([CH3:2])[CH3:3]. The yield is 0.700.